Dataset: NCI-60 drug combinations with 297,098 pairs across 59 cell lines. Task: Regression. Given two drug SMILES strings and cell line genomic features, predict the synergy score measuring deviation from expected non-interaction effect. (1) Drug 1: C1=C(C(=O)NC(=O)N1)F. Drug 2: CC1C(C(CC(O1)OC2CC(CC3=C2C(=C4C(=C3O)C(=O)C5=CC=CC=C5C4=O)O)(C(=O)C)O)N)O. Cell line: M14. Synergy scores: CSS=48.2, Synergy_ZIP=-5.11, Synergy_Bliss=-3.36, Synergy_Loewe=-0.264, Synergy_HSA=0.591. (2) Drug 1: C1=CC(=CC=C1CCCC(=O)O)N(CCCl)CCCl. Drug 2: C1=CN(C=N1)CC(O)(P(=O)(O)O)P(=O)(O)O. Cell line: KM12. Synergy scores: CSS=15.6, Synergy_ZIP=-4.25, Synergy_Bliss=-1.66, Synergy_Loewe=7.45, Synergy_HSA=4.15. (3) Drug 1: C1CC(=O)NC(=O)C1N2CC3=C(C2=O)C=CC=C3N. Cell line: SR. Synergy scores: CSS=47.7, Synergy_ZIP=-4.42, Synergy_Bliss=-9.42, Synergy_Loewe=-6.38, Synergy_HSA=-5.96. Drug 2: CNC(=O)C1=NC=CC(=C1)OC2=CC=C(C=C2)NC(=O)NC3=CC(=C(C=C3)Cl)C(F)(F)F. (4) Synergy scores: CSS=12.9, Synergy_ZIP=-7.37, Synergy_Bliss=-2.08, Synergy_Loewe=-5.21, Synergy_HSA=-1.18. Drug 1: C1C(C(OC1N2C=NC3=C(N=C(N=C32)Cl)N)CO)O. Cell line: TK-10. Drug 2: C1CN1C2=NC(=NC(=N2)N3CC3)N4CC4. (5) Drug 1: C1=CC(=CC=C1C#N)C(C2=CC=C(C=C2)C#N)N3C=NC=N3. Drug 2: CCCCC(=O)OCC(=O)C1(CC(C2=C(C1)C(=C3C(=C2O)C(=O)C4=C(C3=O)C=CC=C4OC)O)OC5CC(C(C(O5)C)O)NC(=O)C(F)(F)F)O. Cell line: NCI-H522. Synergy scores: CSS=37.9, Synergy_ZIP=1.45, Synergy_Bliss=-0.355, Synergy_Loewe=-4.92, Synergy_HSA=-3.82. (6) Drug 1: C1=CC(=CC=C1C#N)C(C2=CC=C(C=C2)C#N)N3C=NC=N3. Drug 2: COC1=NC(=NC2=C1N=CN2C3C(C(C(O3)CO)O)O)N. Cell line: SN12C. Synergy scores: CSS=-4.32, Synergy_ZIP=-0.542, Synergy_Bliss=-5.43, Synergy_Loewe=-13.7, Synergy_HSA=-13.6. (7) Drug 1: C1CCC(CC1)NC(=O)N(CCCl)N=O. Drug 2: CN(C(=O)NC(C=O)C(C(C(CO)O)O)O)N=O. Cell line: MALME-3M. Synergy scores: CSS=5.12, Synergy_ZIP=-4.28, Synergy_Bliss=-6.63, Synergy_Loewe=-9.88, Synergy_HSA=-7.72. (8) Drug 1: C1=CN(C(=O)N=C1N)C2C(C(C(O2)CO)O)O.Cl. Drug 2: CC1CCC2CC(C(=CC=CC=CC(CC(C(=O)C(C(C(=CC(C(=O)CC(OC(=O)C3CCCCN3C(=O)C(=O)C1(O2)O)C(C)CC4CCC(C(C4)OC)O)C)C)O)OC)C)C)C)OC. Cell line: SNB-75. Synergy scores: CSS=4.27, Synergy_ZIP=-2.24, Synergy_Bliss=-1.75, Synergy_Loewe=-1.52, Synergy_HSA=-1.19.